Dataset: Full USPTO retrosynthesis dataset with 1.9M reactions from patents (1976-2016). Task: Predict the reactants needed to synthesize the given product. Given the product [N:10]1[C:19]2[C:14](=[CH:15][CH:16]=[CH:17][CH:18]=2)[CH:13]=[CH:12][C:11]=1[CH2:20][O:21][C:22]1[CH:23]=[C:24]([CH:27]=[CH:28][CH:29]=1)[CH2:25][O:1][C:2]1[CH:3]=[C:4]([CH:7]=[CH:8][CH:9]=1)[C:5]#[N:6], predict the reactants needed to synthesize it. The reactants are: [OH:1][C:2]1[CH:3]=[C:4]([CH:7]=[CH:8][CH:9]=1)[C:5]#[N:6].[N:10]1[C:19]2[C:14](=[CH:15][CH:16]=[CH:17][CH:18]=2)[CH:13]=[CH:12][C:11]=1[CH2:20][O:21][C:22]1[CH:23]=[C:24]([CH:27]=[CH:28][CH:29]=1)[CH2:25]Cl.C(=O)([O-])[O-].[K+].[K+].O.